From a dataset of Reaction yield outcomes from USPTO patents with 853,638 reactions. Predict the reaction yield, written as a fraction of the theoretical maximum amount of product (1.0 means a 100% yield; for example, 0.34 means a 34% yield). (1) The reactants are [Br:1][C:2]1[C:3]([F:12])=[C:4]2[C:10]([NH2:11])=[CH:9][NH:8][C:5]2=[N:6][CH:7]=1.[F:13][C:14]([F:22])([F:21])[C:15]1([C:18](O)=[O:19])[CH2:17][CH2:16]1.O=C1N(P(Cl)(N2CCOC2=O)=O)CCO1.C(N(CC)CC)C. The catalyst is C(Cl)Cl. The product is [Br:1][C:2]1[C:3]([F:12])=[C:4]2[C:10]([NH:11][C:18]([C:15]3([C:14]([F:22])([F:21])[F:13])[CH2:17][CH2:16]3)=[O:19])=[CH:9][NH:8][C:5]2=[N:6][CH:7]=1. The yield is 0.720. (2) The reactants are [OH:1][CH:2]1[CH2:7][CH2:6][N:5]([NH:8][C:9]([C:11]2[C:15]([CH3:16])=[C:14]([C:17]3[CH:22]=[CH:21][C:20]([OH:23])=[CH:19][CH:18]=3)[N:13]([C:24]3[CH:29]=[CH:28][C:27]([Cl:30])=[CH:26][C:25]=3[Cl:31])[N:12]=2)=[O:10])[CH2:4][CH2:3]1.C1COCC1.CCN(CC)CC.[F:44][C:45]([F:53])([F:52])[CH2:46][CH2:47][S:48](Cl)(=[O:50])=[O:49]. The catalyst is ClCCl. The product is [Cl:31][C:25]1[CH:26]=[C:27]([Cl:30])[CH:28]=[CH:29][C:24]=1[N:13]1[C:14]([C:17]2[CH:18]=[CH:19][C:20]([O:23][S:48]([CH2:47][CH2:46][C:45]([F:53])([F:52])[F:44])(=[O:50])=[O:49])=[CH:21][CH:22]=2)=[C:15]([CH3:16])[C:11]([C:9](=[O:10])[NH:8][N:5]2[CH2:6][CH2:7][CH:2]([OH:1])[CH2:3][CH2:4]2)=[N:12]1. The yield is 0.270. (3) The reactants are C[Si]([C:5]#[C:6][C:7]1[CH:14]=[CH:13][C:10]([CH:11]=[O:12])=[CH:9][CH:8]=1)(C)C.CO.C(=O)([O-])[O-].[K+].[K+]. The catalyst is C(Cl)Cl. The product is [C:6]([C:7]1[CH:14]=[CH:13][C:10]([CH:11]=[O:12])=[CH:9][CH:8]=1)#[CH:5]. The yield is 0.930. (4) The product is [CH2:1]([O:8][C:12]1[CH:13]=[CH:14][CH:15]=[C:10]([F:9])[N:11]=1)[C:2]1[CH:7]=[CH:6][CH:5]=[CH:4][CH:3]=1. The reactants are [CH2:1]([OH:8])[C:2]1[CH:7]=[CH:6][CH:5]=[CH:4][CH:3]=1.[F:9][C:10]1[CH:15]=[CH:14][CH:13]=[C:12](F)[N:11]=1.[H-].[Na+].O. The catalyst is O1CCCC1. The yield is 1.00.